Dataset: Reaction yield outcomes from USPTO patents with 853,638 reactions. Task: Predict the reaction yield, written as a fraction of the theoretical maximum amount of product (1.0 means a 100% yield; for example, 0.34 means a 34% yield). The reactants are [Br:1][C:2]1[C:3]([NH:21][S:22]([CH3:25])(=[O:24])=[O:23])=[CH:4][C:5]2[O:9][C:8]([C:10]3[CH:15]=[CH:14][C:13]([F:16])=[CH:12][CH:11]=3)=[C:7]([C:17](O)=[O:18])[C:6]=2[CH:20]=1.C1C=CC2N(O)N=[N:32][C:30]=2C=1.CCN=C=NCCCN(C)C.CN. The catalyst is CN(C=O)C.CCN(CC)CC. The product is [Br:1][C:2]1[C:3]([NH:21][S:22]([CH3:25])(=[O:24])=[O:23])=[CH:4][C:5]2[O:9][C:8]([C:10]3[CH:15]=[CH:14][C:13]([F:16])=[CH:12][CH:11]=3)=[C:7]([C:17]([NH:32][CH3:30])=[O:18])[C:6]=2[CH:20]=1. The yield is 0.940.